Dataset: Peptide-MHC class I binding affinity with 185,985 pairs from IEDB/IMGT. Task: Regression. Given a peptide amino acid sequence and an MHC pseudo amino acid sequence, predict their binding affinity value. This is MHC class I binding data. (1) The peptide sequence is ALTDVEKRIL. The MHC is HLA-A02:02 with pseudo-sequence HLA-A02:02. The binding affinity (normalized) is 0.577. (2) The peptide sequence is MLREGNQAF. The MHC is HLA-B08:03 with pseudo-sequence HLA-B08:03. The binding affinity (normalized) is 0.490. (3) The peptide sequence is PTKCGENLY. The MHC is HLA-A31:01 with pseudo-sequence HLA-A31:01. The binding affinity (normalized) is 0.0847. (4) The peptide sequence is ESDSKPQKV. The MHC is HLA-A23:01 with pseudo-sequence HLA-A23:01. The binding affinity (normalized) is 0. (5) The peptide sequence is VMCIQMKYV. The MHC is HLA-B07:02 with pseudo-sequence HLA-B07:02. The binding affinity (normalized) is 0.0847.